This data is from Full USPTO retrosynthesis dataset with 1.9M reactions from patents (1976-2016). The task is: Predict the reactants needed to synthesize the given product. (1) Given the product [OH:1][C:2]1[C:7]([CH:8]([CH3:9])[CH3:10])=[N:6][NH:5][C:4](=[O:11])[C:3]=1[C:12]([NH:18][CH2:19][C:20]([OH:22])=[O:21])=[O:14], predict the reactants needed to synthesize it. The reactants are: [OH:1][C:2]1[C:7]([CH:8]([CH3:10])[CH3:9])=[N:6][NH:5][C:4](=[O:11])[C:3]=1[C:12]([O:14]CC)=O.[Na+].[NH2:18][CH2:19][C:20]([O-:22])=[O:21].Cl. (2) Given the product [CH3:16][N:11]1[CH:12]=[CH:13][C:7]([C:1]2[CH:2]=[CH:3][CH:4]=[CH:5][CH:6]=2)=[CH:8][CH2:9][C:10]1=[O:14], predict the reactants needed to synthesize it. The reactants are: [C:1]1([C:7]2[CH:13]=[CH:12][NH:11][C:10](=[O:14])[CH2:9][CH:8]=2)[CH:6]=[CH:5][CH:4]=[CH:3][CH:2]=1.O1CCC[CH2:16]1.CC(C)([O-])C.[K+].IC. (3) Given the product [C:17]1([C:20]2[CH:25]=[CH:24][CH:23]=[CH:22][CH:21]=2)[CH:18]=[CH:19][C:14]([CH2:13][C@H:12]2[NH:8][C:9](=[O:38])[CH:10]([CH2:26][I:39])[CH2:11]2)=[CH:15][CH:16]=1, predict the reactants needed to synthesize it. The reactants are: C(OC([N:8]1[C@H:12]([CH2:13][C:14]2[CH:19]=[CH:18][C:17]([C:20]3[CH:25]=[CH:24][CH:23]=[CH:22][CH:21]=3)=[CH:16][CH:15]=2)[CH2:11][CH:10]([CH2:26]OS(C2C=CC(C)=CC=2)(=O)=O)[C:9]1=[O:38])=O)(C)(C)C.[I-:39].[Na+]. (4) Given the product [CH:1]([C:5]1[CH:10]=[CH:9][N:8]=[C:7]([C:11]2[N:19]([CH2:20][C:21]3[CH:26]=[CH:25][C:24]([C:27]([F:30])([F:29])[F:28])=[CH:23][CH:22]=3)[C:18]3[C:13](=[N:14][C:15]([C:38]([O:40][CH3:41])=[O:39])=[N:16][C:17]=3[NH:31][C@@H:32]([CH:34]3[CH2:35][CH2:36][CH2:37]3)[CH3:33])[N:12]=2)[CH:6]=1)([CH2:3][CH3:4])[CH3:2], predict the reactants needed to synthesize it. The reactants are: [CH:1]([C:5]1[CH:10]=[CH:9][N:8]=[C:7]([C:11]2[N:19]([CH2:20][C:21]3[CH:26]=[CH:25][C:24]([C:27]([F:30])([F:29])[F:28])=[CH:23][CH:22]=3)[C:18]3[C:13](=[N:14][C:15]([C:38]([OH:40])=[O:39])=[N:16][C:17]=3[NH:31][C@@H:32]([CH:34]3[CH2:37][CH2:36][CH2:35]3)[CH3:33])[N:12]=2)[CH:6]=1)([CH2:3][CH3:4])[CH3:2].[CH3:41]N(C=O)C.C(Cl)(=O)C(Cl)=O. (5) Given the product [Cl:1][C:2]1[CH:3]=[C:4]([CH:5]=[C:6]([CH3:8])[CH:7]=1)[O:9][C@@H:11]([CH3:16])[C:12]([O:14][CH3:15])=[O:13], predict the reactants needed to synthesize it. The reactants are: [Cl:1][C:2]1[CH:3]=[C:4]([OH:9])[CH:5]=[C:6]([CH3:8])[CH:7]=1.O[C@H:11]([CH3:16])[C:12]([O:14][CH3:15])=[O:13].